This data is from Catalyst prediction with 721,799 reactions and 888 catalyst types from USPTO. The task is: Predict which catalyst facilitates the given reaction. Reactant: [CH:1]1([C:7]([OH:9])=O)[CH2:6][CH2:5][CH2:4][CH2:3][CH2:2]1.CN(C(ON1N=NC2C=CC=CC1=2)=[N+](C)C)C.[B-](F)(F)(F)F.C(N(C(C)C)C(C)C)C.C1(C[NH:48][C:49]2[CH:50]=[C:51]([CH2:55][CH2:56][CH2:57][NH:58][C:59](=[O:65])[O:60][C:61]([CH3:64])([CH3:63])[CH3:62])[CH:52]=[CH:53][CH:54]=2)CCCCC1. Product: [CH:1]1([C:7]([NH:48][C:49]2[CH:50]=[C:51]([CH2:55][CH2:56][CH2:57][NH:58][C:59](=[O:65])[O:60][C:61]([CH3:63])([CH3:62])[CH3:64])[CH:52]=[CH:53][CH:54]=2)=[O:9])[CH2:2][CH2:3][CH2:4][CH2:5][CH2:6]1. The catalyst class is: 18.